From a dataset of Catalyst prediction with 721,799 reactions and 888 catalyst types from USPTO. Predict which catalyst facilitates the given reaction. Reactant: [C:1]([N:4]1[C:12]2[C:7](=[CH:8][CH:9]=[C:10]([N:13]([CH2:24][CH2:25][CH2:26][NH:27][CH2:28][C:29]3[CH:34]=[CH:33][CH:32]=[CH:31][CH:30]=3)[C:14](=[O:23])/[CH:15]=[CH:16]/[C:17]3[CH:22]=[CH:21][CH:20]=[CH:19][CH:18]=3)[CH:11]=2)[CH2:6][CH2:5]1)(=[O:3])[CH3:2].[CH2:35](I)[CH:36]=[CH2:37].C(N(C(C)C)CC)(C)C. Product: [C:1]([N:4]1[C:12]2[C:7](=[CH:8][CH:9]=[C:10]([N:13]([CH2:24][CH2:25][CH2:26][N:27]([CH2:37][CH:36]=[CH2:35])[CH2:28][C:29]3[CH:30]=[CH:31][CH:32]=[CH:33][CH:34]=3)[C:14](=[O:23])/[CH:15]=[CH:16]/[C:17]3[CH:18]=[CH:19][CH:20]=[CH:21][CH:22]=3)[CH:11]=2)[CH2:6][CH2:5]1)(=[O:3])[CH3:2]. The catalyst class is: 2.